Predict the product of the given reaction. From a dataset of Forward reaction prediction with 1.9M reactions from USPTO patents (1976-2016). (1) The product is: [O:3]1[C:8]2=[CH:9][CH:10]=[CH:11][C:7]2=[CH:6][C:5]([CH:12]2[CH2:17][CH2:16][CH2:15][CH2:14][N:13]2[CH2:18][CH2:19][C@H:20]2[CH2:21][CH2:22][C@H:23]([NH:26][C:27](=[O:32])[CH2:28]/[CH:29]=[CH:30]/[CH3:31])[CH2:24][CH2:25]2)=[CH:4]1. Given the reactants Cl.Cl.[O:3]1[C:8]2=[CH:9][CH:10]=[CH:11][C:7]2=[CH:6][C:5]([CH:12]2[CH2:17][CH2:16][CH2:15][CH2:14][N:13]2[CH2:18][CH2:19][C@H:20]2[CH2:25][CH2:24][C@H:23]([NH2:26])[CH2:22][CH2:21]2)=[CH:4]1.[C:27](O)(=[O:32])[CH2:28]/[CH:29]=[CH:30]/[CH3:31], predict the reaction product. (2) Given the reactants [NH2:1][C:2]1[N:6]([CH3:7])[C:5](=[O:8])[C:4]([C:15]2[CH:16]=[C:17]([C:21]3[CH:26]=[CH:25][CH:24]=[CH:23][CH:22]=3)[CH:18]=[CH:19][CH:20]=2)([CH:9]2[CH2:14][CH2:13][NH:12][CH2:11][CH2:10]2)[N:3]=1.[CH3:27][CH:28]([CH3:32])[C:29](Cl)=[O:30].CCN(C(C)C)C(C)C, predict the reaction product. The product is: [NH2:1][C:2]1[N:6]([CH3:7])[C:5](=[O:8])[C:4]([C:15]2[CH:16]=[C:17]([C:21]3[CH:26]=[CH:25][CH:24]=[CH:23][CH:22]=3)[CH:18]=[CH:19][CH:20]=2)([CH:9]2[CH2:14][CH2:13][N:12]([C:29](=[O:30])[CH:28]([CH3:32])[CH3:27])[CH2:11][CH2:10]2)[N:3]=1. (3) Given the reactants C[O:2][C:3]1[CH:4]=[N:5][CH:6]=[C:7]([CH:10]=1)[C:8]#[N:9].Cl.N1C=CC=CC=1.O.C(=O)(O)[O-].[Na+], predict the reaction product. The product is: [OH:2][C:3]1[CH:4]=[N:5][CH:6]=[C:7]([CH:10]=1)[C:8]#[N:9]. (4) Given the reactants [CH3:1][N:2]([CH3:18])[CH2:3][C@H:4]([CH3:17])[C@:5]([C:9]1[CH:14]=[CH:13][CH:12]=[C:11]([O:15][CH3:16])[CH:10]=1)([OH:8])[CH2:6][CH3:7].B(O)(O)[C@H]1N(C([C@@H](N)C(C)C)=O)CCC1.CS(O)(=O)=O.[ClH:39], predict the reaction product. The product is: [ClH:39].[CH3:18][N:2]([CH3:1])[CH2:3][C@H:4]([CH3:17])[C@:5]([C:9]1[CH:14]=[CH:13][CH:12]=[C:11]([O:15][CH3:16])[CH:10]=1)([OH:8])[CH2:6][CH3:7]. (5) Given the reactants Br[C:2]1[CH:7]=[CH:6][C:5]([O:8][CH:9]([F:11])[F:10])=[C:4]([CH3:12])[CH:3]=1.[CH3:13][C@H:14]1[CH2:19][NH:18][CH2:17][C@@H:16]([CH3:20])[NH:15]1.C1C=CC(P(C2C(C3C(P(C4C=CC=CC=4)C4C=CC=CC=4)=CC=C4C=3C=CC=C4)=C3C(C=CC=C3)=CC=2)C2C=CC=CC=2)=CC=1.CC([O-])(C)C.[K+], predict the reaction product. The product is: [F:10][CH:9]([F:11])[O:8][C:5]1[CH:6]=[CH:7][C:2]([N:18]2[CH2:17][CH:16]([CH3:20])[NH:15][CH:14]([CH3:13])[CH2:19]2)=[CH:3][C:4]=1[CH3:12]. (6) Given the reactants [CH:1]12[CH2:10][CH:5]3[CH2:6][CH:7]([CH2:9][CH:3]([CH2:4]3)[C:2]1=[CH:11][C:12]([O:14][CH3:15])=[O:13])[CH2:8]2.C([O-])=O.[NH4+], predict the reaction product. The product is: [CH:3]12[CH2:9][CH:7]3[CH2:6][CH:5]([CH2:10][CH:1]([CH2:8]3)[CH:2]1[CH2:11][C:12]([O:14][CH3:15])=[O:13])[CH2:4]2.